Dataset: Catalyst prediction with 721,799 reactions and 888 catalyst types from USPTO. Task: Predict which catalyst facilitates the given reaction. (1) Product: [C:1]1([C@H:7]([N:9]2[C:10]3=[N:11][C:12]([C:17]4[CH:26]=[CH:25][CH:24]=[C:23]5[C:18]=4[CH:19]=[CH:20][CH:21]=[N:22]5)=[CH:13][CH:14]=[C:15]3[NH:16][C:55]2=[O:57])[CH3:8])[CH:2]=[CH:3][CH:4]=[CH:5][CH:6]=1. Reactant: [C:1]1([C@H:7]([NH:9][C:10]2[C:15]([NH2:16])=[CH:14][CH:13]=[C:12]([C:17]3[CH:26]=[CH:25][CH:24]=[C:23]4[C:18]=3[CH:19]=[CH:20][CH:21]=[N:22]4)[N:11]=2)[CH3:8])[CH:6]=[CH:5][CH:4]=[CH:3][CH:2]=1.[N+](C1C(N[C@@H](C2C=CC=CC=2)C)=NC(C2C=CC=C3C=2C=CC=N3)=CC=1)([O-])=O.[CH2:55]([OH:57])C. The catalyst class is: 45. (2) Product: [CH:15]1([C@H:7]2[C@H:6]([CH3:18])[C@@H:5]([NH:19][C:20]3[N:21]=[CH:22][CH:23]=[CH:24][N:25]=3)[C:4]3[C:9](=[CH:10][CH:11]=[C:2]([C:34]4[CH:35]=[N:36][NH:37][CH:38]=4)[CH:3]=3)[N:8]2[C:12](=[O:14])[CH3:13])[CH2:17][CH2:16]1. The catalyst class is: 708. Reactant: Br[C:2]1[CH:3]=[C:4]2[C:9](=[CH:10][CH:11]=1)[N:8]([C:12](=[O:14])[CH3:13])[C@@H:7]([CH:15]1[CH2:17][CH2:16]1)[C@H:6]([CH3:18])[C@H:5]2[NH:19][C:20]1[N:25]=[CH:24][CH:23]=[CH:22][N:21]=1.CC1(C)C(C)(C)OB([C:34]2[CH:35]=[N:36][N:37](C(OC(C)(C)C)=O)[CH:38]=2)O1.C(=O)([O-])[O-].[K+].[K+]. (3) Reactant: [NH:1]1[CH:5]=[CH:4][CH:3]=[C:2]1[C:6]([N:8]1[CH2:13][CH2:12][N:11]([C:14]2[CH:25]=[CH:24][C:17]([C:18]([NH:20][C:21]([NH2:23])=[NH:22])=[O:19])=[CH:16][C:15]=2[C:26]([F:29])([F:28])[F:27])[CH2:10][CH2:9]1)=[O:7].[ClH:30]. Product: [ClH:30].[NH:1]1[CH:5]=[CH:4][CH:3]=[C:2]1[C:6]([N:8]1[CH2:9][CH2:10][N:11]([C:14]2[CH:25]=[CH:24][C:17]([C:18]([NH:20][C:21]([NH2:23])=[NH:22])=[O:19])=[CH:16][C:15]=2[C:26]([F:28])([F:29])[F:27])[CH2:12][CH2:13]1)=[O:7]. The catalyst class is: 5. (4) Reactant: [CH:1]([O:4][C:5]1[CH:6]=[CH:7][C:8]([CH3:44])=[C:9]([CH:43]=1)[O:10][C:11]1[S:12][CH:13]=[C:14]([C:16]([NH:18][C:19]2[C:20]([O:41][CH3:42])=[N:21][C:22]([NH:27][CH2:28][CH2:29][N:30]([CH:38]([CH3:40])[CH3:39])C(=O)OC(C)(C)C)=[N:23][C:24]=2[O:25][CH3:26])=[O:17])[N:15]=1)([CH3:3])[CH3:2]. Product: [CH:1]([O:4][C:5]1[CH:6]=[CH:7][C:8]([CH3:44])=[C:9]([CH:43]=1)[O:10][C:11]1[S:12][CH:13]=[C:14]([C:16]([NH:18][C:19]2[C:20]([O:41][CH3:42])=[N:21][C:22]([NH:27][CH2:28][CH2:29][NH:30][CH:38]([CH3:39])[CH3:40])=[N:23][C:24]=2[O:25][CH3:26])=[O:17])[N:15]=1)([CH3:3])[CH3:2]. The catalyst class is: 13. (5) Reactant: [Cl:1][C:2]1[CH:3]=[C:4]2[C:9](=[CH:10][C:11]=1[O:12][C:13]1[CH:18]=[CH:17][C:16]([C:19](=[O:32])[NH:20][CH2:21][CH:22]([C:25]3[CH:30]=[CH:29][C:28]([Cl:31])=[CH:27][CH:26]=3)[O:23][CH3:24])=[CH:15][CH:14]=1)[O:8][CH2:7][CH2:6][CH:5]2[C:33]([OH:35])=[O:34].C[O-].[Na+:38]. Product: [Cl:1][C:2]1[CH:3]=[C:4]2[C:9](=[CH:10][C:11]=1[O:12][C:13]1[CH:18]=[CH:17][C:16]([C:19](=[O:32])[NH:20][CH2:21][CH:22]([C:25]3[CH:26]=[CH:27][C:28]([Cl:31])=[CH:29][CH:30]=3)[O:23][CH3:24])=[CH:15][CH:14]=1)[O:8][CH2:7][CH2:6][CH:5]2[C:33]([O-:35])=[O:34].[Na+:38]. The catalyst class is: 5. (6) Reactant: [Cl:1][C:2]1[CH:7]=[CH:6][N:5]=[C:4]([N:8]2[C:20](=[O:21])[C:19]3[S:18][C:17]4[CH2:16][CH2:15][CH2:14][CH2:13][C:12]=4[C:11]=3[CH:10]=[N:9]2)[C:3]=1[CH2:22][OH:23].ClCCl.[C:27](Cl)(=[O:29])[CH3:28]. Product: [C:27]([O:23][CH2:22][C:3]1[C:4]([N:8]2[C:20](=[O:21])[C:19]3[S:18][C:17]4[CH2:16][CH2:15][CH2:14][CH2:13][C:12]=4[C:11]=3[CH:10]=[N:9]2)=[N:5][CH:6]=[CH:7][C:2]=1[Cl:1])(=[O:29])[CH3:28]. The catalyst class is: 66.